Dataset: CYP2C9 inhibition data for predicting drug metabolism from PubChem BioAssay. Task: Regression/Classification. Given a drug SMILES string, predict its absorption, distribution, metabolism, or excretion properties. Task type varies by dataset: regression for continuous measurements (e.g., permeability, clearance, half-life) or binary classification for categorical outcomes (e.g., BBB penetration, CYP inhibition). Dataset: cyp2c9_veith. (1) The compound is CO[C@@H]1COC(=O)[C@H](C)NC(=O)C/C=C\[C@@H](OC)[C@H](C)COC(=O)C/C=C\[C@H]1C. The result is 0 (non-inhibitor). (2) The compound is COC(=O)[C@@]1(Cc2ccccc2)[C@@H]2C(=CC(=O)[C@H]2CC(=O)C(=O)N(C)C)CN1C(=O)c1ccccc1. The result is 0 (non-inhibitor).